Task: Predict the product of the given reaction.. Dataset: Forward reaction prediction with 1.9M reactions from USPTO patents (1976-2016) (1) Given the reactants CCCCC(COC(C1C=CC=CC=1O)=O)CC.CCCCCCCCO[C:28]1[CH:33]=[CH:32][C:31]([C:34]([C:36]2[CH:41]=[CH:40][CH:39]=[CH:38][CH:37]=2)=[O:35])=[C:30](O)[CH:29]=1, predict the reaction product. The product is: [C:34]([C:36]1[CH:41]=[CH:40][CH:39]=[CH:38][CH:37]=1)(=[O:35])[C:31]1[CH:32]=[CH:33][CH:28]=[CH:29][CH:30]=1. (2) Given the reactants Br.[CH3:2][N:3]([CH3:20])[C:4]1[CH:9]=[CH:8][N:7]2[CH:10]=[C:11]([C:13]3[CH:14]=[C:15]([OH:19])[CH:16]=[CH:17][CH:18]=3)[N:12]=[C:6]2[CH:5]=1.CC1C=CC(S(O[CH2:32][F:33])(=O)=O)=CC=1, predict the reaction product. The product is: [F:33][CH2:32][O:19][C:15]1[CH:14]=[C:13]([C:11]2[N:12]=[C:6]3[CH:5]=[C:4]([N:3]([CH3:20])[CH3:2])[CH:9]=[CH:8][N:7]3[CH:10]=2)[CH:18]=[CH:17][CH:16]=1. (3) Given the reactants C(N(CC)CC)C.Cl.[NH2:9][C:10]1[CH:11]=[N:12][C:13]2[C:18]([C:19]=1[OH:20])=[CH:17][C:16]([CH3:21])=[CH:15][CH:14]=2.[C:22](Cl)(=[O:26])[CH2:23][CH2:24][CH3:25], predict the reaction product. The product is: [OH2:20].[C:22]([NH:9][C:10]1[CH:11]=[N:12][C:13]2[C:18]([C:19]=1[OH:20])=[CH:17][C:16]([CH3:21])=[CH:15][CH:14]=2)(=[O:26])[CH2:23][CH2:24][CH3:25].[C:22]([NH:9][C:10]1[CH:11]=[N:12][C:13]2[C:18]([C:19]=1[OH:20])=[CH:17][C:16]([CH3:21])=[CH:15][CH:14]=2)(=[O:26])[CH2:23][CH2:24][CH3:25]. (4) The product is: [Si:1]([O:8][CH:9]1[CH2:14][CH2:13][N:12]([C:15]([C:28]2[CH:29]=[CH:30][CH:31]=[CH:32][CH:33]=2)([C:22]2[CH:27]=[CH:26][CH:25]=[CH:24][CH:23]=2)[C:16]2[CH:17]=[CH:18][CH:19]=[CH:20][CH:21]=2)[CH2:11]/[C:10]/1=[CH:34]\[CH2:35][N:56]1[CH:55]=[C:54]([CH2:53][CH2:52][C:50]([O:49][CH2:47][CH3:48])=[O:51])[CH:58]=[N:57]1)([C:4]([CH3:7])([CH3:6])[CH3:5])([CH3:2])[CH3:3]. Given the reactants [Si:1]([O:8][CH:9]1[CH2:14][CH2:13][N:12]([C:15]([C:28]2[CH:33]=[CH:32][CH:31]=[CH:30][CH:29]=2)([C:22]2[CH:27]=[CH:26][CH:25]=[CH:24][CH:23]=2)[C:16]2[CH:21]=[CH:20][CH:19]=[CH:18][CH:17]=2)[CH2:11]/[C:10]/1=[CH:34]\[CH2:35]OS(C1C=CC(C)=CC=1)(=O)=O)([C:4]([CH3:7])([CH3:6])[CH3:5])([CH3:3])[CH3:2].[CH2:47]([O:49][C:50]([CH2:52][CH2:53][C:54]1[CH:55]=[N:56][NH:57][CH:58]=1)=[O:51])[CH3:48], predict the reaction product. (5) Given the reactants [CH3:1][O:2][C:3]1[CH:4]=[C:5]([N:11]2[CH2:20][C:19]3[C:14](=[N:15][C:16](S(C)=O)=[N:17][CH:18]=3)[NH:13][C:12]2=[O:24])[CH:6]=[C:7]([O:9][CH3:10])[CH:8]=1.[CH3:25][N:26]1[CH2:31][CH2:30][N:29]([CH2:32][CH2:33][CH2:34][CH2:35][NH2:36])[CH2:28][CH2:27]1, predict the reaction product. The product is: [CH3:1][O:2][C:3]1[CH:4]=[C:5]([N:11]2[CH2:20][C:19]3[C:14](=[N:15][C:16]([NH:36][CH2:35][CH2:34][CH2:33][CH2:32][N:29]4[CH2:28][CH2:27][N:26]([CH3:25])[CH2:31][CH2:30]4)=[N:17][CH:18]=3)[NH:13][C:12]2=[O:24])[CH:6]=[C:7]([O:9][CH3:10])[CH:8]=1. (6) Given the reactants C(O)(=O)C.[F:5][C:6]1[CH:13]=[C:12]([O:14][CH2:15][C:16]2[CH:21]=[CH:20][C:19]([F:22])=[CH:18][N:17]=2)[CH:11]=[CH:10][C:7]=1[CH:8]=O.[N+:23]([CH3:26])([O-:25])=[O:24].C([O-])(=O)C.[NH4+], predict the reaction product. The product is: [F:22][C:19]1[CH:20]=[CH:21][C:16]([CH2:15][O:14][C:12]2[CH:11]=[CH:10][C:7](/[CH:8]=[CH:26]/[N+:23]([O-:25])=[O:24])=[C:6]([F:5])[CH:13]=2)=[N:17][CH:18]=1. (7) Given the reactants [Br:1][C:2]1[CH:3]=[CH:4][C:5]([O:20]C)=[C:6]([S:8]([NH:11][C:12]2[CH:17]=[C:16]([Cl:18])[CH:15]=[C:14]([Cl:19])[CH:13]=2)(=[O:10])=[O:9])[CH:7]=1.[I-].[Li+].N1C(C)=CC(C)=CC=1C.Cl, predict the reaction product. The product is: [Br:1][C:2]1[CH:3]=[CH:4][C:5]([OH:20])=[C:6]([S:8]([NH:11][C:12]2[CH:17]=[C:16]([Cl:18])[CH:15]=[C:14]([Cl:19])[CH:13]=2)(=[O:10])=[O:9])[CH:7]=1.